From a dataset of Catalyst prediction with 721,799 reactions and 888 catalyst types from USPTO. Predict which catalyst facilitates the given reaction. Reactant: [CH3:1][O:2][C:3](=[O:18])[C:4]1[C:9]([CH3:10])=[CH:8][CH:7]=[CH:6][C:5]=1[NH:11][C:12]([O:14][CH:15]([CH3:17])[CH3:16])=[O:13].[H-].[Na+].Br[CH2:22][CH2:23][CH2:24][C:25]([O:27][CH2:28][CH3:29])=[O:26]. Product: [CH3:1][O:2][C:3](=[O:18])[C:4]1[C:9]([CH3:10])=[CH:8][CH:7]=[CH:6][C:5]=1[N:11]([CH2:22][CH2:23][CH2:24][C:25]([O:27][CH2:28][CH3:29])=[O:26])[C:12]([O:14][CH:15]([CH3:16])[CH3:17])=[O:13]. The catalyst class is: 39.